From a dataset of Forward reaction prediction with 1.9M reactions from USPTO patents (1976-2016). Predict the product of the given reaction. (1) Given the reactants [Br:1][C:2]1[NH:10][C:9]2[C:4](=[N:5][CH:6]=[N:7][C:8]=2[NH2:11])[N:3]=1.[C:12]([N:15]1[CH2:20][CH2:19][CH:18]([CH2:21][CH2:22]OS(C2C=CC(C)=CC=2)(=O)=O)[CH2:17][CH2:16]1)(=[O:14])[CH3:13], predict the reaction product. The product is: [C:12]([N:15]1[CH2:20][CH2:19][CH:18]([CH2:21][CH2:22][N:3]2[C:2]([Br:1])=[N:10][C:9]3[C:4]2=[N:5][CH:6]=[N:7][C:8]=3[NH2:11])[CH2:17][CH2:16]1)(=[O:14])[CH3:13].[C:12]([N:15]1[CH2:20][CH2:19][CH:18]([CH2:21][CH2:22][N:5]2[C:4]3[C:9]([N:10]=[C:2]([Br:1])[N:3]=3)=[C:8]([NH2:11])[N:7]=[CH:6]2)[CH2:17][CH2:16]1)(=[O:14])[CH3:13]. (2) Given the reactants NC1[C:11](=[O:12])[C:10]2[C:5](=[CH:6][C:7]([Cl:13])=[CH:8][CH:9]=2)[N:4]([C:14]2[CH:19]=[CH:18][CH:17]=[CH:16][C:15]=2[Cl:20])[C:3]=1[CH3:21].[O:22]1[CH2:27][CH2:26][N:25]([C:28]2[CH:36]=[CH:35][C:31]([C:32]([OH:34])=O)=[CH:30]N=2)[CH2:24][CH2:23]1.[CH2:37](Cl)Cl.[CH:40]([N:43](CC)C(C)C)(C)C, predict the reaction product. The product is: [Cl:13][C:7]1[CH:6]=[C:5]2[C:10]([C:11](=[O:12])[C:21]([CH2:40][NH:43][C:32](=[O:34])[C:31]3[CH:35]=[CH:36][C:28]([N:25]4[CH2:24][CH2:23][O:22][CH2:27][CH2:26]4)=[CH:37][CH:30]=3)=[CH:3][N:4]2[C:14]2[CH:19]=[CH:18][CH:17]=[CH:16][C:15]=2[Cl:20])=[CH:9][CH:8]=1. (3) Given the reactants Br[C:2]1[CH:7]=[CH:6][N:5]=[C:4]([O:8][CH3:9])[CH:3]=1.[F:10][C:11]([F:21])([F:20])[C:12]1[N:17]=[CH:16][C:15]([CH2:18][OH:19])=[CH:14][CH:13]=1.CC1C=NC2C(C=1C)=CC=C1C=2N=CC(C)=C1C.C([O-])([O-])=O.[Cs+].[Cs+], predict the reaction product. The product is: [CH3:9][O:8][C:4]1[CH:3]=[C:2]([O:19][CH2:18][C:15]2[CH:16]=[N:17][C:12]([C:11]([F:21])([F:10])[F:20])=[CH:13][CH:14]=2)[CH:7]=[CH:6][N:5]=1. (4) The product is: [CH2:30]1[C@H:24]2[CH2:23][CH2:22][N:21]([C:19](=[O:20])/[CH:18]=[CH:17]/[C:13]3[CH:14]=[CH:15][CH:16]=[C:11]([O:10][C:9]([F:8])([F:38])[F:39])[CH:12]=3)[CH2:27][CH2:26][C@H:25]2[CH2:28][NH:29]1. Given the reactants FC(F)(F)C(O)=O.[F:8][C:9]([F:39])([F:38])[O:10][C:11]1[CH:12]=[C:13](/[CH:17]=[CH:18]/[C:19]([N:21]2[CH2:27][CH2:26][C@H:25]3[CH2:28][N:29](C(OC(C)(C)C)=O)[CH2:30][C@H:24]3[CH2:23][CH2:22]2)=[O:20])[CH:14]=[CH:15][CH:16]=1.[OH-].[Na+], predict the reaction product. (5) Given the reactants C(O[C:4]([C:6]1([CH2:12][CH2:13]OC)[CH2:11][CH2:10][NH:9][CH2:8][CH2:7]1)=[O:5])C.[CH:16]1([CH2:20][S:21](Cl)(=[O:23])=[O:22])[CH2:19][CH2:18][CH2:17]1.[F:25][C:26]([F:36])([F:35])[O:27][C:28]1[CH:34]=[CH:33][C:31]([NH2:32])=[CH:30][CH:29]=1, predict the reaction product. The product is: [CH:16]1([CH2:20][S:21]([N:9]2[CH2:8][CH2:7][C:6]3([C:4](=[O:5])[N:32]([C:31]4[CH:33]=[CH:34][C:28]([O:27][C:26]([F:25])([F:35])[F:36])=[CH:29][CH:30]=4)[CH2:13][CH2:12]3)[CH2:11][CH2:10]2)(=[O:23])=[O:22])[CH2:19][CH2:18][CH2:17]1. (6) Given the reactants [Br:1][C:2]1[CH:3]=[C:4]([CH2:10][C@@H:11]([O:43][C:44]([N:46]2[CH2:51][CH2:50][CH:49]([N:52]3[CH2:58][CH2:57][C:56]4[CH:59]=[CH:60][CH:61]=[CH:62][C:55]=4[NH:54][C:53]3=[O:63])[CH2:48][CH2:47]2)=[O:45])[C:12]([N:14]2[CH2:19][CH2:18][CH:17]([N:20]3[CH2:25][CH2:24][N:23](C(OCC4C5C=CC=CC=5C5C4=CC=CC=5)=O)[CH2:22][CH2:21]3)[CH2:16][CH2:15]2)=[O:13])[CH:5]=[C:6]([Br:9])[C:7]=1[OH:8], predict the reaction product. The product is: [O:63]=[C:53]1[N:52]([CH:49]2[CH2:48][CH2:47][N:46]([C:44]([O:43][C@H:11]([CH2:10][C:4]3[CH:5]=[C:6]([Br:9])[C:7]([OH:8])=[C:2]([Br:1])[CH:3]=3)[C:12](=[O:13])[N:14]3[CH2:19][CH2:18][CH:17]([N:20]4[CH2:21][CH2:22][NH:23][CH2:24][CH2:25]4)[CH2:16][CH2:15]3)=[O:45])[CH2:51][CH2:50]2)[CH2:58][CH2:57][C:56]2[CH:59]=[CH:60][CH:61]=[CH:62][C:55]=2[NH:54]1. (7) Given the reactants O=[CH:2][CH2:3][NH:4][C:5]([C:7]1[N:8]=[C:9]2[CH:18]=[CH:17][C:16]3[C:15]([C:19]([F:22])([F:21])[F:20])=[CH:14][C:13]([C:23]([F:26])([F:25])[F:24])=[N:12][C:11]=3[N:10]2[CH:27]=1)=[O:6].ClC(Cl)(Cl)C(Cl)(Cl)Cl.C1C=CC(P(C2C=CC=CC=2)C2C=CC=CC=2)=CC=1.CCN(CC)CC, predict the reaction product. The product is: [F:26][C:23]([F:24])([F:25])[C:13]1[CH:14]=[C:15]([C:19]([F:21])([F:22])[F:20])[C:16]2[CH:17]=[CH:18][C:9]3[N:10]([CH:27]=[C:7]([C:5]4[O:6][CH:2]=[CH:3][N:4]=4)[N:8]=3)[C:11]=2[N:12]=1. (8) Given the reactants C(N(C(C)C)CC)(C)C.FC(F)(F)C(O)=O.[CH3:17][O:18][C:19](=[O:38])[CH2:20][C:21]1[CH:30]=[C:29]([CH:31]2[CH2:36][CH2:35][NH:34][CH2:33][CH2:32]2)[C:28]2[C:23](=[CH:24][CH:25]=[C:26]([F:37])[CH:27]=2)[CH:22]=1.[Cl:39][C:40]1[CH:41]=[C:42]([S:46](Cl)(=[O:48])=[O:47])[CH:43]=[CH:44][CH:45]=1, predict the reaction product. The product is: [CH3:17][O:18][C:19](=[O:38])[CH2:20][C:21]1[CH:30]=[C:29]([CH:31]2[CH2:36][CH2:35][N:34]([S:46]([C:42]3[CH:43]=[CH:44][CH:45]=[C:40]([Cl:39])[CH:41]=3)(=[O:48])=[O:47])[CH2:33][CH2:32]2)[C:28]2[C:23](=[CH:24][CH:25]=[C:26]([F:37])[CH:27]=2)[CH:22]=1. (9) Given the reactants [NH2:1][C:2]1[N:7]=[CH:6][N:5]=[C:4]2[N:8]([CH2:24][CH2:25][CH2:26]O)[N:9]=[C:10]([C:11]3[CH:16]=[CH:15][C:14]([O:17][C:18]4[CH:23]=[CH:22][CH:21]=[CH:20][CH:19]=4)=[CH:13][CH:12]=3)[C:3]=12.[S:28]1[CH2:32][C:31](=[O:33])[NH:30][C:29]1=[O:34].C1(P(C2C=CC=CC=2)C2C=CC=CC=2)C=CC=CC=1.CC(OC(/N=N/C(OC(C)C)=O)=O)C, predict the reaction product. The product is: [NH2:1][C:2]1[N:7]=[CH:6][N:5]=[C:4]2[N:8]([CH2:24][CH2:25][CH2:26][N:30]3[C:31](=[O:33])[CH2:32][S:28][C:29]3=[O:34])[N:9]=[C:10]([C:11]3[CH:12]=[CH:13][C:14]([O:17][C:18]4[CH:23]=[CH:22][CH:21]=[CH:20][CH:19]=4)=[CH:15][CH:16]=3)[C:3]=12.